Dataset: Forward reaction prediction with 1.9M reactions from USPTO patents (1976-2016). Task: Predict the product of the given reaction. (1) The product is: [CH2:19]([O:1][C:2]1[CH:11]=[C:10]2[C:5]([CH:6]=[CH:7][C:8](=[O:12])[O:9]2)=[CH:4][CH:3]=1)[C:20]1[CH:25]=[CH:24][CH:23]=[CH:22][CH:21]=1. Given the reactants [OH:1][C:2]1[CH:11]=[C:10]2[C:5]([CH:6]=[CH:7][C:8](=[O:12])[O:9]2)=[CH:4][CH:3]=1.C([O-])([O-])=O.[Cs+].[Cs+].[CH2:19](Br)[C:20]1[CH:25]=[CH:24][CH:23]=[CH:22][CH:21]=1, predict the reaction product. (2) Given the reactants [CH3:1][C:2]1[CH:7]=[C:6]([O:8][CH2:9][CH2:10][CH2:11][S:12]([CH3:15])(=[O:14])=[O:13])[CH:5]=[C:4]([CH3:16])[C:3]=1[C:17]1[CH:22]=[CH:21][CH:20]=[C:19]([CH2:23][O:24][C:25]2[CH:38]=[CH:37][C:28]3[C@H:29]([CH2:32][C:33]([O:35]C)=[O:34])[CH2:30][O:31][C:27]=3[CH:26]=2)[CH:18]=1.CO.[OH-].[Na+].Cl, predict the reaction product. The product is: [CH3:16][C:4]1[CH:5]=[C:6]([O:8][CH2:9][CH2:10][CH2:11][S:12]([CH3:15])(=[O:14])=[O:13])[CH:7]=[C:2]([CH3:1])[C:3]=1[C:17]1[CH:22]=[CH:21][CH:20]=[C:19]([CH2:23][O:24][C:25]2[CH:38]=[CH:37][C:28]3[C@H:29]([CH2:32][C:33]([OH:35])=[O:34])[CH2:30][O:31][C:27]=3[CH:26]=2)[CH:18]=1. (3) Given the reactants [OH:1][B:2]([OH:12])[C:3]1[CH:11]=[CH:10][C:6]([C:7]([OH:9])=[O:8])=[CH:5][CH:4]=1.O[C:14]([C:17](O)([CH3:19])[CH3:18])([CH3:16])[CH3:15], predict the reaction product. The product is: [CH3:15][C:14]1([CH3:16])[C:17]([CH3:19])([CH3:18])[O:12][B:2]([C:3]2[CH:11]=[CH:10][C:6]([C:7]([OH:9])=[O:8])=[CH:5][CH:4]=2)[O:1]1. (4) Given the reactants [Cl:1][C:2]1[N:7]=[C:6](Cl)[CH:5]=[C:4]([CH2:9][CH2:10][CH3:11])[N:3]=1.[C:12]([O:16][C:17]([NH:19][C@H:20]1[CH2:24][CH2:23][NH:22][CH2:21]1)=[O:18])([CH3:15])([CH3:14])[CH3:13], predict the reaction product. The product is: [Cl:1][C:2]1[N:7]=[C:6]([N:22]2[CH2:23][CH2:24][C@H:20]([NH:19][C:17](=[O:18])[O:16][C:12]([CH3:14])([CH3:13])[CH3:15])[CH2:21]2)[CH:5]=[C:4]([CH2:9][CH2:10][CH3:11])[N:3]=1.